From a dataset of Peptide-MHC class I binding affinity with 185,985 pairs from IEDB/IMGT. Regression. Given a peptide amino acid sequence and an MHC pseudo amino acid sequence, predict their binding affinity value. This is MHC class I binding data. (1) The peptide sequence is IPAPGLGAL. The MHC is HLA-B08:02 with pseudo-sequence HLA-B08:02. The binding affinity (normalized) is 0.0847. (2) The peptide sequence is CTMERTNDL. The MHC is HLA-A02:02 with pseudo-sequence HLA-A02:02. The binding affinity (normalized) is 0.668. (3) The binding affinity (normalized) is 0.562. The peptide sequence is YAGPFSQHNY. The MHC is HLA-B35:01 with pseudo-sequence HLA-B35:01. (4) The peptide sequence is NGMLIMCNA. The MHC is HLA-A02:01 with pseudo-sequence HLA-A02:01. The binding affinity (normalized) is 0.102. (5) The binding affinity (normalized) is 0.494. The peptide sequence is ILDEAYVMA. The MHC is HLA-A02:01 with pseudo-sequence HLA-A02:01.